Task: Predict the reaction yield, written as a fraction of the theoretical maximum amount of product (1.0 means a 100% yield; for example, 0.34 means a 34% yield).. Dataset: Reaction yield outcomes from USPTO patents with 853,638 reactions (1) The reactants are C([O:3][C:4](=[O:36])[CH2:5][C@H:6]([NH:14][C:15]([C:17]1[CH:21]=[C:20]([O:22][CH2:23][C:24]2([CH3:28])[CH2:27][O:26][CH2:25]2)[N:19]([C:29]2[CH:34]=[CH:33][CH:32]=[CH:31][C:30]=2[F:35])[N:18]=1)=[O:16])[C:7]1[CH:12]=[CH:11][CH:10]=[CH:9][C:8]=1[CH3:13])C.[OH-].[Li+]. The catalyst is C1COCC1.O. The product is [F:35][C:30]1[CH:31]=[CH:32][CH:33]=[CH:34][C:29]=1[N:19]1[C:20]([O:22][CH2:23][C:24]2([CH3:28])[CH2:27][O:26][CH2:25]2)=[CH:21][C:17]([C:15]([NH:14][C@H:6]([C:7]2[CH:12]=[CH:11][CH:10]=[CH:9][C:8]=2[CH3:13])[CH2:5][C:4]([OH:36])=[O:3])=[O:16])=[N:18]1. The yield is 0.750. (2) The reactants are [CH3:1][C:2]([C:5]1[CH:10]=[CH:9][C:8]([CH2:11][N:12]2[C:17](=[O:18])[C:16]([C:19]([NH:21][CH2:22][C:23]([O:25]CC)=[O:24])=[O:20])=[C:15]([OH:28])[N:14]=[C:13]2[C:29]2[CH:34]=[CH:33][CH:32]=[CH:31][CH:30]=2)=[CH:7][CH:6]=1)([CH3:4])[CH3:3].N(CC(OCC)=O)=C=O.C(N(CC)C(C)C)(C)C.Cl. The catalyst is ClCCl. The product is [CH3:4][C:2]([C:5]1[CH:6]=[CH:7][C:8]([CH2:11][N:12]2[C:17](=[O:18])[C:16]([C:19]([NH:21][CH2:22][C:23]([OH:25])=[O:24])=[O:20])=[C:15]([OH:28])[N:14]=[C:13]2[C:29]2[CH:30]=[CH:31][CH:32]=[CH:33][CH:34]=2)=[CH:9][CH:10]=1)([CH3:1])[CH3:3]. The yield is 0.780. (3) The reactants are [NH2:1][C:2]1[CH:7]=[CH:6][C:5]([NH:8][S:9]([CH3:12])(=[O:11])=[O:10])=[CH:4][C:3]=1[S:13]([NH2:16])(=[O:15])=[O:14].[C:17](OCC)(=[O:24])[CH2:18][C:19]([O:21][CH2:22][CH3:23])=[O:20]. No catalyst specified. The product is [CH2:22]([O:21][C:19](=[O:20])[CH2:18][C:17]([NH:1][C:2]1[CH:7]=[CH:6][C:5]([NH:8][S:9]([CH3:12])(=[O:10])=[O:11])=[CH:4][C:3]=1[S:13](=[O:14])(=[O:15])[NH2:16])=[O:24])[CH3:23]. The yield is 0.720. (4) The reactants are [CH3:1][O:2][C:3]([C:5]1[C:13]2[C:8](=[CH:9][CH:10]=[CH:11][CH:12]=2)[NH:7][CH:6]=1)=[O:4].Br[CH2:15][C:16]([C:18]1[CH:23]=[CH:22][CH:21]=[CH:20][CH:19]=1)=[O:17].C([O-])([O-])=O.[K+].[K+]. The catalyst is C(#N)C. The product is [CH3:1][O:2][C:3]([C:5]1[C:13]2[C:8](=[CH:9][CH:10]=[CH:11][CH:12]=2)[N:7]([CH2:15][C:16](=[O:17])[C:18]2[CH:23]=[CH:22][CH:21]=[CH:20][CH:19]=2)[CH:6]=1)=[O:4]. The yield is 0.370.